This data is from Full USPTO retrosynthesis dataset with 1.9M reactions from patents (1976-2016). The task is: Predict the reactants needed to synthesize the given product. (1) Given the product [Cl:24][CH2:25][C:26]([C:2]1[CH:7]=[CH:6][N:5]=[C:4]2[N:8]([CH2:11][O:12][CH2:13][CH2:14][Si:15]([CH3:18])([CH3:17])[CH3:16])[CH:9]=[CH:10][C:3]=12)=[O:27], predict the reactants needed to synthesize it. The reactants are: Br[C:2]1[CH:7]=[CH:6][N:5]=[C:4]2[N:8]([CH2:11][O:12][CH2:13][CH2:14][Si:15]([CH3:18])([CH3:17])[CH3:16])[CH:9]=[CH:10][C:3]=12.C([Mg]Cl)(C)C.[Cl:24][CH2:25][C:26](N(OC)C)=[O:27]. (2) Given the product [CH2:23]([N:25]([CH:26]([CH3:28])[CH3:27])[C:20]([C:11]1[CH:12]=[C:13]([C:14]2[CH:19]=[CH:18][CH:17]=[CH:16][N:15]=2)[N:9]([C:6]2[N:7]=[N:8][C:3]([O:2][CH3:1])=[CH:4][CH:5]=2)[N:10]=1)=[O:22])[CH3:24], predict the reactants needed to synthesize it. The reactants are: [CH3:1][O:2][C:3]1[N:8]=[N:7][C:6]([N:9]2[C:13]([C:14]3[CH:19]=[CH:18][CH:17]=[CH:16][N:15]=3)=[CH:12][C:11]([C:20]([OH:22])=O)=[N:10]2)=[CH:5][CH:4]=1.[CH2:23]([NH:25][CH:26]([CH3:28])[CH3:27])[CH3:24]. (3) Given the product [NH2:24][C:8]1[N:7]=[C:6]([O:5][CH2:1][CH2:2][CH2:3][CH3:4])[N:14]=[C:13]2[C:9]=1[NH:10][C:11](=[O:22])[N:12]2[CH2:15][CH:16]1[CH2:21][CH2:20][N:19]([CH2:26][CH2:27][CH2:28][CH3:29])[CH2:18][CH2:17]1, predict the reactants needed to synthesize it. The reactants are: [CH2:1]([O:5][C:6]1[N:14]=[C:13]2[C:9]([N:10]=[C:11]([O:22]C)[N:12]2[CH2:15][CH:16]2[CH2:21][CH2:20][NH:19][CH2:18][CH2:17]2)=[C:8]([NH2:24])[N:7]=1)[CH2:2][CH2:3][CH3:4].I[CH2:26][CH2:27][CH2:28][CH3:29]. (4) Given the product [F:16][C:14]1[CH:15]=[C:7]([NH2:28])[CH:8]=[C:9]2[C:13]=1[C:12]([CH3:18])([CH3:17])[CH2:11][CH2:10]2, predict the reactants needed to synthesize it. The reactants are: FC(F)(F)S(O[C:7]1[CH:8]=[C:9]2[C:13](=[C:14]([F:16])[CH:15]=1)[C:12]([CH3:18])([CH3:17])[CH2:11][CH2:10]2)(=O)=O.C1(C(C2C=CC=CC=2)=[NH:28])C=CC=CC=1.C1C=CC(P(C2C(C3C(P(C4C=CC=CC=4)C4C=CC=CC=4)=CC=C4C=3C=CC=C4)=C3C(C=CC=C3)=CC=2)C2C=CC=CC=2)=CC=1.CC(C)([O-])C.[Na+].Cl.[OH-].[Na+]. (5) Given the product [Cl:22][C:9]1[C:4]2[S:3][C:2]([NH2:1])=[N:19][C:5]=2[N:6]=[C:7]([S:11][CH2:12][C:13]2[N:14]=[C:15]([CH3:18])[S:16][CH:17]=2)[N:8]=1, predict the reactants needed to synthesize it. The reactants are: [NH2:1][C:2]1[S:3][C:4]2[C:9](=O)[NH:8][C:7]([S:11][CH2:12][C:13]3[N:14]=[C:15]([CH3:18])[S:16][CH:17]=3)=[N:6][C:5]=2[N:19]=1.P(Cl)(Cl)([Cl:22])=O. (6) Given the product [F:40][C:26]([F:25])([C:36]([F:37])([F:38])[F:39])[CH2:27][CH2:28][CH2:29][S:30]([CH2:32][CH2:33][CH2:34][NH:35][CH2:2][CH2:3][CH2:4][CH2:5][CH2:6][C:7]1[C:13]2[CH:14]=[CH:15][C:16]([OH:18])=[CH:17][C:12]=2[CH2:11][CH2:10][CH2:9][C:8]=1[C:19]1[CH:24]=[CH:23][CH:22]=[CH:21][CH:20]=1)=[O:31], predict the reactants needed to synthesize it. The reactants are: Br[CH2:2][CH2:3][CH2:4][CH2:5][CH2:6][C:7]1[C:13]2[CH:14]=[CH:15][C:16]([OH:18])=[CH:17][C:12]=2[CH2:11][CH2:10][CH2:9][C:8]=1[C:19]1[CH:24]=[CH:23][CH:22]=[CH:21][CH:20]=1.[F:25][C:26]([F:40])([C:36]([F:39])([F:38])[F:37])[CH2:27][CH2:28][CH2:29][S:30]([CH2:32][CH2:33][CH2:34][NH2:35])=[O:31].